This data is from Peptide-MHC class II binding affinity with 134,281 pairs from IEDB. The task is: Regression. Given a peptide amino acid sequence and an MHC pseudo amino acid sequence, predict their binding affinity value. This is MHC class II binding data. (1) The peptide sequence is DLSGHAFGAMAKKGD. The MHC is DRB3_0202 with pseudo-sequence DRB3_0202. The binding affinity (normalized) is 0. (2) The peptide sequence is EYKSDYVYEPFPKEV. The MHC is DRB4_0101 with pseudo-sequence DRB4_0103. The binding affinity (normalized) is 0.213.